The task is: Predict the reactants needed to synthesize the given product.. This data is from Full USPTO retrosynthesis dataset with 1.9M reactions from patents (1976-2016). (1) Given the product [C:24]([O:23][C:19]([NH:20][N:21]=[C:2]1[CH2:7][CH2:6][CH:5]([NH:8][C:9]([O:10][CH2:11][C:12]2[CH:17]=[CH:16][CH:15]=[CH:14][CH:13]=2)=[O:18])[CH2:4][CH2:3]1)=[O:22])([CH3:27])([CH3:26])[CH3:25], predict the reactants needed to synthesize it. The reactants are: O=[C:2]1[CH2:7][CH2:6][CH:5]([NH:8][C:9](=[O:18])[O:10][CH2:11][C:12]2[CH:17]=[CH:16][CH:15]=[CH:14][CH:13]=2)[CH2:4][CH2:3]1.[C:19]([O:23][C:24]([CH3:27])([CH3:26])[CH3:25])(=[O:22])[NH:20][NH2:21]. (2) Given the product [CH:19]([O:22][C:23]1[CH:24]=[C:25]([CH:28]=[CH:29][CH:30]=1)[CH2:26][N:2]([CH2:3][C:4]1[CH:5]=[CH:6][C:7]([C:10]2[O:14][N:13]=[C:12]([OH:15])[CH:11]=2)=[CH:8][CH:9]=1)[CH3:1])([CH3:21])[CH3:20], predict the reactants needed to synthesize it. The reactants are: [CH3:1][NH:2][CH2:3][C:4]1[CH:9]=[CH:8][C:7]([C:10]2[O:14][N:13]=[C:12]([O:15]COC)[CH:11]=2)=[CH:6][CH:5]=1.[CH:19]([O:22][C:23]1[CH:24]=[C:25]([CH:28]=[CH:29][CH:30]=1)[CH2:26]Cl)([CH3:21])[CH3:20].C(=O)([O-])[O-].[K+].[K+].